From a dataset of Full USPTO retrosynthesis dataset with 1.9M reactions from patents (1976-2016). Predict the reactants needed to synthesize the given product. Given the product [Br:12][C:3]1[C:4]([C:5]([O:7][CH3:8])=[O:6])=[CH:9][CH:10]=[CH:11][C:2]=1[NH:1][C:18]1[CH2:17][N:16]([C:21]([O:23][CH2:24][C:25]2[CH:30]=[CH:29][CH:28]=[CH:27][CH:26]=2)=[O:22])[CH2:15][C:14](=[O:13])[CH:19]=1, predict the reactants needed to synthesize it. The reactants are: [NH2:1][C:2]1[C:3]([Br:12])=[C:4]([CH:9]=[CH:10][CH:11]=1)[C:5]([O:7][CH3:8])=[O:6].[O:13]=[C:14]1[CH2:19][C:18](=O)[CH2:17][N:16]([C:21]([O:23][CH2:24][C:25]2[CH:30]=[CH:29][CH:28]=[CH:27][CH:26]=2)=[O:22])[CH2:15]1.